This data is from Catalyst prediction with 721,799 reactions and 888 catalyst types from USPTO. The task is: Predict which catalyst facilitates the given reaction. (1) Reactant: [F:1][C:2]1[C:10]([N+:11]([O-:13])=[O:12])=[CH:9][CH:8]=[C:7]2[C:3]=1[C:4]([CH3:16])([CH3:15])[C:5](=[O:14])[NH:6]2.[H-].[Na+].Br[CH2:20][CH:21]1[CH2:23][CH2:22]1.[Cl-].[NH4+]. The catalyst class is: 3. Product: [CH:21]1([CH2:20][N:6]2[C:7]3[C:3](=[C:2]([F:1])[C:10]([N+:11]([O-:13])=[O:12])=[CH:9][CH:8]=3)[C:4]([CH3:16])([CH3:15])[C:5]2=[O:14])[CH2:23][CH2:22]1. (2) Reactant: [CH2:1]([O:3][C:4]([NH:6][CH2:7][C:8]1([CH2:14][C:15]([O:17][C:18]2[CH:23]=[CH:22][CH:21]=[C:20]([C@@:24]3([OH:34])[CH2:29][CH2:28][CH2:27][CH2:26][C@@H:25]3[CH2:30][N:31]([CH3:33])[CH3:32])[CH:19]=2)=[O:16])[CH2:13][CH2:12][CH2:11][CH2:10][CH2:9]1)=[O:5])[CH3:2].[N+:35]([O-:38])([OH:37])=[O:36]. Product: [N+:35]([O-:38])([OH:37])=[O:36].[CH2:1]([O:3][C:4]([NH:6][CH2:7][C:8]1([CH2:14][C:15]([O:17][C:18]2[CH:23]=[CH:22][CH:21]=[C:20]([C@@:24]3([OH:34])[CH2:29][CH2:28][CH2:27][CH2:26][C@@H:25]3[CH2:30][N:31]([CH3:32])[CH3:33])[CH:19]=2)=[O:16])[CH2:9][CH2:10][CH2:11][CH2:12][CH2:13]1)=[O:5])[CH3:2]. The catalyst class is: 21. (3) Reactant: COC(C1CC(=O)[N:7](C2C=CC(O)=CC=2)[CH2:6]1)=O.[C:18](C1C=C(C=CC=1)CBr)#[N:19].CO[C:30]([CH:32]1[CH2:36][C:35](=[O:37])[N:34]([C:38]2[CH:43]=[CH:42][C:41]([O:44][CH2:45][C:46]3[CH:51]=[CH:50][CH:49]=[C:48]([C:52]#[N:53])[CH:47]=3)=[CH:40][CH:39]=2)[CH2:33]1)=[O:31]. Product: [CH3:6][NH2:7].[CH3:18][NH:19][C:30]([CH:32]1[CH2:36][C:35](=[O:37])[N:34]([C:38]2[CH:43]=[CH:42][C:41]([O:44][CH2:45][C:46]3[CH:51]=[CH:50][CH:49]=[C:48]([C:52]#[N:53])[CH:47]=3)=[CH:40][CH:39]=2)[CH2:33]1)=[O:31]. The catalyst class is: 8. (4) Reactant: C1(S(O)(=O)=O)C2C=CC=C(S(O)(=O)=O)C=2C=CC=1.[CH3:19][NH:20][CH2:21][CH2:22][CH2:23][CH2:24][CH2:25][CH2:26][CH2:27][CH2:28][N:29]1[CH2:33][CH2:32][C@@H:31]([C:34]([C:44]2[CH:49]=[CH:48][CH:47]=[CH:46][CH:45]=2)([C:38]2[CH:43]=[CH:42][CH:41]=[CH:40][CH:39]=2)[C:35]([NH2:37])=[O:36])[CH2:30]1. Product: [CH3:19][NH:20][CH2:21][CH2:22][CH2:23][CH2:24][CH2:25][CH2:26][CH2:27][CH2:28][N:29]1[CH2:33][CH2:32][C@@H:31]([C:34]([C:44]2[CH:49]=[CH:48][CH:47]=[CH:46][CH:45]=2)([C:38]2[CH:39]=[CH:40][CH:41]=[CH:42][CH:43]=2)[C:35]([NH2:37])=[O:36])[CH2:30]1. The catalyst class is: 32. (5) The catalyst class is: 78. Reactant: [Cl:1][C:2]1[CH:3]=[C:4]([NH:12][C:13]2[N:18]=[CH:17][C:16]([CH:19]=[CH:20][C:21]3[CH:22]=[C:23]4[C:28](=[CH:29][CH:30]=3)[N:27]([CH2:31][O:32][CH2:33][CH2:34][Si:35]([CH3:38])([CH3:37])[CH3:36])[C:26](=[O:39])[CH:25]=[CH:24]4)=[CH:15][N:14]=2)[CH:5]=[CH:6][C:7]=1[O:8][CH:9]([F:11])[F:10]. Product: [Cl:1][C:2]1[CH:3]=[C:4]([NH:12][C:13]2[N:18]=[CH:17][C:16]([CH2:19][CH2:20][C:21]3[CH:22]=[C:23]4[C:28](=[CH:29][CH:30]=3)[N:27]([CH2:31][O:32][CH2:33][CH2:34][Si:35]([CH3:36])([CH3:38])[CH3:37])[C:26](=[O:39])[CH:25]=[CH:24]4)=[CH:15][N:14]=2)[CH:5]=[CH:6][C:7]=1[O:8][CH:9]([F:11])[F:10]. (6) Reactant: [F:1][C:2]1[CH:3]=[C:4]([NH2:11])[C:5](=[CH:9][CH:10]=1)[C:6]([OH:8])=[O:7].Cl[C:13](Cl)([O:15]C(=O)OC(Cl)(Cl)Cl)Cl.C(=O)([O-])O.[Na+]. Product: [F:1][C:2]1[CH:10]=[CH:9][C:5]2[C:6](=[O:8])[O:7][C:13](=[O:15])[NH:11][C:4]=2[CH:3]=1. The catalyst class is: 7.